This data is from Full USPTO retrosynthesis dataset with 1.9M reactions from patents (1976-2016). The task is: Predict the reactants needed to synthesize the given product. (1) Given the product [N+:8]([C:3]1[CH:4]=[CH:5][CH:6]=[CH:7][C:2]=1[NH:21][CH2:19][CH2:16][C:15]([OH:14])=[O:18])([O-:10])=[O:9], predict the reactants needed to synthesize it. The reactants are: F[C:2]1[CH:7]=[CH:6][CH:5]=[CH:4][C:3]=1[N+:8]([O-:10])=[O:9].Cl.C([O:14][C:15](=[O:18])[CH2:16]N)C.[CH2:19]([N:21](CC)CC)C.[OH-].[Na+]. (2) Given the product [Cl:37][CH2:38][CH:39]([C:41]1[CH:46]=[CH:45][CH:44]=[C:43]([N:47]([CH3:49])[CH3:48])[CH:42]=1)[OH:40], predict the reactants needed to synthesize it. The reactants are: C1(C)C=CC(S(N[C@H](C2C=CC=CC=2)[C@@H](C2C=CC=CC=2)N)(=O)=O)=CC=1.C(O)(C)C.CC(C)([O-])C.[K+].[Cl:37][CH2:38][C:39]([C:41]1[CH:46]=[CH:45][CH:44]=[C:43]([N:47]([CH3:49])[CH3:48])[CH:42]=1)=[O:40]. (3) Given the product [CH3:22][N:18]1[C:17]2[CH:23]=[CH:24][CH:25]=[CH:26][C:16]=2[C@:15]([C@H:12]([O:11][C:5]2[N:4]=[C:3]([O:2][CH3:1])[CH:8]=[C:7]([O:9][CH3:10])[N:6]=2)[C:13]([OH:34])=[O:33])([C:27]2[CH:32]=[CH:31][CH:30]=[CH:29][CH:28]=2)[NH:14][CH2:20][C:19]1=[O:21], predict the reactants needed to synthesize it. The reactants are: [CH3:1][O:2][C:3]1[CH:8]=[C:7]([O:9][CH3:10])[N:6]=[C:5]([O:11][C@H:12]2[C@:15]3([C:27]4[CH:32]=[CH:31][CH:30]=[CH:29][CH:28]=4)[C:16]4[CH:26]=[CH:25][CH:24]=[CH:23][C:17]=4[N:18]([CH3:22])[C:19](=[O:21])[CH2:20][N:14]3[C:13]2=[O:33])[N:4]=1.[OH:34][Li].O. (4) Given the product [F:1][C:2]1[C:3]([N:10]2[CH2:14][CH2:13][CH:12]([F:15])[CH2:11]2)=[C:4]([CH:7]=[CH:8][CH:9]=1)[CH:5]=[N:20][CH2:19][CH2:18][C:17]([CH3:22])([CH3:21])[CH3:16], predict the reactants needed to synthesize it. The reactants are: [F:1][C:2]1[C:3]([N:10]2[CH2:14][CH2:13][CH:12]([F:15])[CH2:11]2)=[C:4]([CH:7]=[CH:8][CH:9]=1)[CH:5]=O.[CH3:16][C:17]([CH3:22])([CH3:21])[CH2:18][CH2:19][NH2:20]. (5) Given the product [Cl:1][C:2]1[CH:3]=[C:4]([C:9]2([C:24]([F:26])([F:25])[F:27])[O:13][N:12]=[C:11]([C:14]3[CH:22]=[CH:21][C:17]([C:18]([NH:28][CH2:29][CH:30]4[O:34][N:33]([CH2:35][CH3:36])[C:32](=[O:37])[CH2:31]4)=[O:19])=[C:16]([CH3:23])[CH:15]=3)[CH2:10]2)[CH:5]=[C:6]([Cl:8])[CH:7]=1, predict the reactants needed to synthesize it. The reactants are: [Cl:1][C:2]1[CH:3]=[C:4]([C:9]2([C:24]([F:27])([F:26])[F:25])[O:13][N:12]=[C:11]([C:14]3[CH:22]=[CH:21][C:17]([C:18](O)=[O:19])=[C:16]([CH3:23])[CH:15]=3)[CH2:10]2)[CH:5]=[C:6]([Cl:8])[CH:7]=1.[NH2:28][CH2:29][CH:30]1[O:34][N:33]([CH2:35][CH3:36])[C:32](=[O:37])[CH2:31]1. (6) Given the product [CH2:72]([O:25][C:24](=[O:26])[CH2:23][NH:22][C:20]1[CH:19]=[CH:18][CH:17]=[C:16]([CH:15]([S:12]([C:7]2[CH:8]=[CH:9][CH:10]=[CH:11][N:6]=2)(=[O:14])=[O:13])[NH:27][CH2:28][C:29]2[CH:34]=[CH:33][C:32]([C:35]3[S:36][CH:37]=[CH:38][N:39]=3)=[CH:31][CH:30]=2)[N:21]=1)[CH2:71][CH2:70][CH2:69][CH2:68][CH2:67][CH2:66][CH2:65][CH2:64][CH2:63][CH2:62][CH2:61][CH2:60][CH2:59][CH2:58][CH2:57][CH2:56][CH2:55][CH2:54][CH2:53][CH2:52][CH3:51], predict the reactants needed to synthesize it. The reactants are: CN(C)C=O.[N:6]1[CH:11]=[CH:10][CH:9]=[CH:8][C:7]=1[S:12]([CH:15]([NH:27][CH2:28][C:29]1[CH:34]=[CH:33][C:32]([C:35]2[S:36][CH:37]=[CH:38][N:39]=2)=[CH:31][CH:30]=1)[C:16]1[N:21]=[C:20]([NH:22][CH2:23][C:24]([OH:26])=[O:25])[CH:19]=[CH:18][CH:17]=1)(=[O:14])=[O:13].C(=O)([O-])[O-].[K+].[K+].CS(O[CH2:51][CH2:52][CH2:53][CH2:54][CH2:55][CH2:56][CH2:57][CH2:58][CH2:59][CH2:60][CH2:61][CH2:62][CH2:63][CH2:64][CH2:65][CH2:66][CH2:67][CH2:68][CH2:69][CH2:70][CH2:71][CH3:72])(=O)=O.